From a dataset of Full USPTO retrosynthesis dataset with 1.9M reactions from patents (1976-2016). Predict the reactants needed to synthesize the given product. Given the product [Cl:21][C:5]1[CH:13]=[C:12]2[C:8]([CH2:9][CH2:10][C@:11]2([O:36][C:34]([CH3:33])=[O:35])[NH:14][C:15](=[O:20])[C:16]([F:17])([F:18])[F:19])=[CH:7][CH:6]=1, predict the reactants needed to synthesize it. The reactants are: ClCC([C:5]1[CH:13]=[C:12]2[C:8]([CH2:9][CH2:10][C@H:11]2[NH:14][C:15](=[O:20])[C:16]([F:19])([F:18])[F:17])=[CH:7][CH:6]=1)=O.[Cl:21]C1C=C(C=CC=1)C(OO)=O.F[C:33](F)(F)[C:34]([OH:36])=[O:35].[OH-].[NH4+].